Task: Predict the reaction yield, written as a fraction of the theoretical maximum amount of product (1.0 means a 100% yield; for example, 0.34 means a 34% yield).. Dataset: Reaction yield outcomes from USPTO patents with 853,638 reactions (1) The reactants are [S:1]1[CH:5]=[C:4](B(O)O)[C:3]2[CH:9]=[CH:10][CH:11]=[CH:12][C:2]1=2.[NH2:13][C:14]1[CH:19]=[CH:18][CH:17]=[CH:16][CH:15]=1.O.O=[CH:22][C:23]([OH:25])=[O:24]. The catalyst is C(#N)C. The product is [S:1]1[CH:5]=[C:4]([CH:22]([NH:13][C:14]2[CH:19]=[CH:18][CH:17]=[CH:16][CH:15]=2)[C:23]([OH:25])=[O:24])[C:3]2[CH:9]=[CH:10][CH:11]=[CH:12][C:2]1=2. The yield is 0.480. (2) The reactants are CN(C)[CH:3]=[O:4].P(Cl)(Cl)(Cl)=O.[C:11]1([N:17]2[CH2:22][CH2:21][CH2:20][CH2:19][CH2:18]2)[CH:16]=[CH:15][CH:14]=[CH:13][CH:12]=1. The catalyst is ClCCCl. The product is [N:17]1([C:11]2[CH:16]=[CH:15][C:14]([CH:3]=[O:4])=[CH:13][CH:12]=2)[CH2:22][CH2:21][CH2:20][CH2:19][CH2:18]1. The yield is 0.400. (3) The reactants are Br[C:2]1[N:7]=[C:6]([N:8]2[CH2:14][CH2:13][CH2:12][N:11]([C:15]([O:17][C:18]([CH3:21])([CH3:20])[CH3:19])=[O:16])[CH2:10][CH2:9]2)[CH:5]=[CH:4][CH:3]=1.[F:22][C:23]1[N:34]=[CH:33][C:32]([CH3:35])=[CH:31][C:24]=1[C:25](N(OC)C)=[O:26]. The catalyst is O1CCCC1. The product is [F:22][C:23]1[N:34]=[CH:33][C:32]([CH3:35])=[CH:31][C:24]=1[C:25]([C:2]1[N:7]=[C:6]([N:8]2[CH2:14][CH2:13][CH2:12][N:11]([C:15]([O:17][C:18]([CH3:21])([CH3:20])[CH3:19])=[O:16])[CH2:10][CH2:9]2)[CH:5]=[CH:4][CH:3]=1)=[O:26]. The yield is 0.870. (4) The reactants are C(N(CC)CC)C.[F:8][C:9]1[CH:17]=[C:16]2[C:12]([C:13]([CH:19]=[O:20])=[N:14][N:15]2[CH3:18])=[CH:11][CH:10]=1.[CH:21](=[N:28][C:29]1[CH:34]=[CH:33][CH:32]=[C:31]([O:35][CH3:36])[CH:30]=1)[C:22]1[CH:27]=[CH:26][CH:25]=[CH:24][CH:23]=1. The catalyst is [Cl-].C([N+]1C(C)=C(CCO)SC=1)C1C=CC=CC=1.C(O)C. The product is [F:8][C:9]1[CH:17]=[C:16]2[C:12]([C:13]([C:19](=[O:20])[CH:21]([NH:28][C:29]3[CH:34]=[CH:33][CH:32]=[C:31]([O:35][CH3:36])[CH:30]=3)[C:22]3[CH:23]=[CH:24][CH:25]=[CH:26][CH:27]=3)=[N:14][N:15]2[CH3:18])=[CH:11][CH:10]=1. The yield is 0.230. (5) The reactants are [I:1][C:2]1[CH:7]=[CH:6][N:5]=[C:4]([O:8][CH3:9])[C:3]=1[C:10]1[NH:11][C:12]([C:16]([O:18]C(C)(C)C)=[O:17])=[C:13]([CH3:15])[N:14]=1.FC(F)(F)C(O)=O. The catalyst is ClCCl. The product is [I:1][C:2]1[CH:7]=[CH:6][N:5]=[C:4]([O:8][CH3:9])[C:3]=1[C:10]1[NH:11][C:12]([C:16]([OH:18])=[O:17])=[C:13]([CH3:15])[N:14]=1. The yield is 0.960. (6) The reactants are [N+:1]([C:4]1[CH:5]=[C:6]([CH:16]=[CH:17][CH:18]=1)[CH2:7][S:8][C:9]1[CH:15]=[CH:14][CH:13]=[CH:12][C:10]=1[NH2:11])([O-:3])=[O:2].[O:19]1[C:23]2[CH:24]=[CH:25][CH:26]=[CH:27][C:22]=2[CH:21]=[C:20]1[S:28](Cl)(=[O:30])=[O:29]. The catalyst is N1C=CC=CC=1. The product is [N+:1]([C:4]1[CH:5]=[C:6]([CH:16]=[CH:17][CH:18]=1)[CH2:7][S:8][C:9]1[CH:15]=[CH:14][CH:13]=[CH:12][C:10]=1[NH:11][S:28]([C:20]1[O:19][C:23]2[CH:24]=[CH:25][CH:26]=[CH:27][C:22]=2[CH:21]=1)(=[O:29])=[O:30])([O-:3])=[O:2]. The yield is 0.410. (7) The reactants are [CH3:1][O:2][C:3]1[CH:8]=[C:7]([O:9][CH3:10])[N:6]=[C:5]([C:11]([NH2:13])=O)[N:4]=1.COC1C=CC(P2(SP(C3C=CC(OC)=CC=3)(=S)S2)=[S:23])=CC=1. The catalyst is C1COCC1. The product is [CH3:1][O:2][C:3]1[CH:8]=[C:7]([O:9][CH3:10])[N:6]=[C:5]([C:11](=[S:23])[NH2:13])[N:4]=1. The yield is 0.720. (8) The reactants are [C:1]1([S:7]([NH2:10])(=[O:9])=[O:8])[CH:6]=[CH:5][CH:4]=[CH:3][CH:2]=1.CC(C)([O-])C.[K+].C1(C)C=CC([O:23][C:24]([C:26]2[C:34]3[C:29](=[CH:30][C:31]([Cl:43])=[C:32]([C:35]4[CH:40]=[CH:39][C:38]([O:41][CH3:42])=[CH:37][CH:36]=4)[CH:33]=3)[NH:28][N:27]=2)=O)=CC=1. The catalyst is C1COCC1. The product is [Cl:43][C:31]1[CH:30]=[C:29]2[C:34]([C:26]([C:24]([NH:10][S:7]([C:1]3[CH:6]=[CH:5][CH:4]=[CH:3][CH:2]=3)(=[O:9])=[O:8])=[O:23])=[N:27][NH:28]2)=[CH:33][C:32]=1[C:35]1[CH:40]=[CH:39][C:38]([O:41][CH3:42])=[CH:37][CH:36]=1. The yield is 0.0300. (9) The reactants are [F:1][C:2]1[CH:3]=[CH:4][C:5]2[NH:10]C(=O)[O:8][C:7](=O)[C:6]=2[CH:13]=1.[CH3:14][NH2:15]. The catalyst is O1CCCC1. The product is [NH2:10][C:5]1[CH:4]=[CH:3][C:2]([F:1])=[CH:13][C:6]=1[C:7]([NH:15][CH3:14])=[O:8]. The yield is 0.650. (10) The reactants are [C:1](O)(=[O:4])[C:2]#[CH:3].C1(N=C=NC2CCCCC2)CCCCC1.[NH2:21][C:22]1[CH:23]=[C:24]([CH:41]=[CH:42][CH:43]=1)[O:25][C:26]1[CH:27]=[CH:28][C:29]2[N:30]([CH:32]=[C:33]([NH:35][C:36]([CH:38]3[CH2:40][CH2:39]3)=[O:37])[N:34]=2)[N:31]=1. The product is [C:1]([NH:21][C:22]1[CH:23]=[C:24]([CH:41]=[CH:42][CH:43]=1)[O:25][C:26]1[CH:27]=[CH:28][C:29]2[N:30]([CH:32]=[C:33]([NH:35][C:36]([CH:38]3[CH2:40][CH2:39]3)=[O:37])[N:34]=2)[N:31]=1)(=[O:4])[C:2]#[CH:3]. The catalyst is O1CCCC1.CN(C)C=O. The yield is 0.210.